Predict the reactants needed to synthesize the given product. From a dataset of Full USPTO retrosynthesis dataset with 1.9M reactions from patents (1976-2016). (1) Given the product [Cl:7][C:8]1[CH:13]=[CH:12][C:11]([C:14]2[S:18][C:17]([C:19]([N:46]([O:47][CH3:48])[CH3:45])=[O:20])=[C:16]([C:22]3[CH:23]=[CH:24][C:25]([S:28](=[O:31])(=[O:30])[N:29]=[CH:35][N:33]([CH3:32])[CH3:34])=[CH:26][CH:27]=3)[CH:15]=2)=[CH:10][CH:9]=1, predict the reactants needed to synthesize it. The reactants are: C(Cl)(=O)C(Cl)=O.[Cl:7][C:8]1[CH:13]=[CH:12][C:11]([C:14]2[S:18][C:17]([C:19](O)=[O:20])=[C:16]([C:22]3[CH:27]=[CH:26][C:25]([S:28](=[O:31])(=[O:30])[NH2:29])=[CH:24][CH:23]=3)[CH:15]=2)=[CH:10][CH:9]=1.[CH3:32][N:33]([CH:35]=O)[CH3:34].C(N(CC)CC)C.Cl.[CH3:45][NH:46][O:47][CH3:48]. (2) Given the product [Br:1][C:2]1[CH:24]=[CH:23][C:5]2[C:6]([NH:16][CH:17]([CH3:22])[C:18]([CH3:21])([CH3:20])[CH3:19])=[N:7][C:8]3[C:9]([C:52]#[C:51][CH:48]4[CH2:50][CH2:49]4)=[CH:10][NH:11][C:12](=[O:14])[C:13]=3[C:4]=2[CH:3]=1, predict the reactants needed to synthesize it. The reactants are: [Br:1][C:2]1[CH:24]=[CH:23][C:5]2[C:6]([NH:16][CH:17]([CH3:22])[C:18]([CH3:21])([CH3:20])[CH3:19])=[N:7][C:8]3[C:9](I)=[CH:10][NH:11][C:12](=[O:14])[C:13]=3[C:4]=2[CH:3]=1.O1C=CC=C1P(C1OC=CC=1)C1OC=CC=1.C(NC(C)C)(C)C.[CH:48]1([C:51]#[CH:52])[CH2:50][CH2:49]1. (3) The reactants are: NC1C(N[C@@H]2CC[C@H](C(NC(C)C)=O)CC2)=CC(OCCN2CCCCC2)=NC=1.[CH:30]([NH:33][C:34]([C@H:36]1[CH2:41][CH2:40][C@@H:39]([NH:42][C:43]2[C:48]([N+:49]([O-])=O)=[CH:47][N:46]=[C:45]([O:52][CH2:53][CH2:54][O:55]C3CCCCO3)[CH:44]=2)[CH2:38][CH2:37]1)=[O:35])([CH3:32])[CH3:31]. Given the product [NH2:49][C:48]1[C:43]([NH:42][C@@H:39]2[CH2:40][CH2:41][C@H:36]([C:34]([NH:33][CH:30]([CH3:32])[CH3:31])=[O:35])[CH2:37][CH2:38]2)=[CH:44][C:45]([O:52][CH2:53][CH2:54][OH:55])=[N:46][CH:47]=1, predict the reactants needed to synthesize it.